This data is from NCI-60 drug combinations with 297,098 pairs across 59 cell lines. The task is: Regression. Given two drug SMILES strings and cell line genomic features, predict the synergy score measuring deviation from expected non-interaction effect. Drug 1: C1=NC(=NC(=O)N1C2C(C(C(O2)CO)O)O)N. Drug 2: C(CC(=O)O)C(=O)CN.Cl. Cell line: SW-620. Synergy scores: CSS=35.6, Synergy_ZIP=3.16, Synergy_Bliss=0.609, Synergy_Loewe=-56.9, Synergy_HSA=-0.482.